The task is: Predict the product of the given reaction.. This data is from Forward reaction prediction with 1.9M reactions from USPTO patents (1976-2016). (1) Given the reactants Cl.[Cl:2][C:3]1[CH:22]=[C:21]([Cl:23])[CH:20]=[CH:19][C:4]=1[CH2:5][NH:6][C@H:7]1[CH2:11][CH2:10][N:9]([C:12]2[CH:17]=[CH:16][C:15](I)=[CH:14][N:13]=2)[CH2:8]1.[CH2:24]([Sn](CCCC)(CCCC)C=C)[CH2:25]CC, predict the reaction product. The product is: [Cl:2][C:3]1[CH:22]=[C:21]([Cl:23])[CH:20]=[CH:19][C:4]=1[CH2:5][NH:6][C@H:7]1[CH2:11][CH2:10][N:9]([C:12]2[CH:17]=[CH:16][C:15]([CH:24]=[CH2:25])=[CH:14][N:13]=2)[CH2:8]1. (2) The product is: [F:15][C:12]1[CH:11]=[C:10]([N+:16]([O-:18])=[O:17])[CH:9]=[C:8]([F:7])[C:13]=1[N:19]1[CH:23]=[CH:22][N:21]=[CH:20]1. Given the reactants C(=O)([O-])[O-].[K+].[K+].[F:7][C:8]1[CH:9]=[C:10]([N+:16]([O-:18])=[O:17])[CH:11]=[C:12]([F:15])[C:13]=1F.[NH:19]1[CH:23]=[CH:22][N:21]=[CH:20]1, predict the reaction product. (3) Given the reactants [Cl:1][C:2]1[C:3]([C:8]2[CH:9]=[C:10]3[C:14](=[CH:15][CH:16]=2)[NH:13][N:12]=[C:11]3[NH:17][C:18]2[S:19][C:20]([CH2:23][N:24](C)[C:25](=O)OC(C)(C)C)=[CH:21][N:22]=2)=[N:4][CH:5]=[CH:6][CH:7]=1.C(OCC)(=O)C.Cl, predict the reaction product. The product is: [Cl:1][C:2]1[C:3]([C:8]2[CH:9]=[C:10]3[C:14](=[CH:15][CH:16]=2)[NH:13][N:12]=[C:11]3[NH:17][C:18]2[S:19][C:20]([CH2:23][NH:24][CH3:25])=[CH:21][N:22]=2)=[N:4][CH:5]=[CH:6][CH:7]=1. (4) The product is: [CH3:22][O:23][C:24]1[CH:25]=[C:26]([CH:30]=[CH:31][C:32]=1[O:33][CH3:34])[C:27]([CH:5]([C:4]([O:12][CH3:13])=[O:11])[C:6]([O:8][CH3:9])=[O:7])=[O:28]. Given the reactants [Mg+2].[Cl-].[Cl-].[C:4]([O:12][CH2:13]C)(=[O:11])[CH2:5][C:6]([O:8][CH2:9]C)=[O:7].C(N(CC)CC)C.[CH3:22][O:23][C:24]1[CH:25]=[C:26]([CH:30]=[CH:31][C:32]=1[O:33][CH3:34])[C:27](Cl)=[O:28].Cl, predict the reaction product. (5) Given the reactants [Cl:1][C:2]1[CH:7]=[CH:6][C:5]([C:8]2[N:12]([CH2:13][CH:14]([OH:19])[C:15]([F:18])([F:17])[F:16])[C:11](=[O:20])[N:10]([CH2:21][C:22]([O:24]C)=[O:23])[N:9]=2)=[CH:4][CH:3]=1.[OH-].[Li+], predict the reaction product. The product is: [Cl:1][C:2]1[CH:7]=[CH:6][C:5]([C:8]2[N:12]([CH2:13][CH:14]([OH:19])[C:15]([F:18])([F:16])[F:17])[C:11](=[O:20])[N:10]([CH2:21][C:22]([OH:24])=[O:23])[N:9]=2)=[CH:4][CH:3]=1. (6) The product is: [NH2:1][C:2]1[C:3]([CH3:21])=[C:4]([C:8]2[CH:13]=[N:12][C:11]([C:14]([NH2:22])=[O:15])=[C:10]3[NH:18][CH:19]=[CH:20][C:9]=23)[CH:5]=[CH:6][CH:7]=1. Given the reactants [NH2:1][C:2]1[C:3]([CH3:21])=[C:4]([C:8]2[CH:13]=[N:12][C:11]([C:14](OC)=[O:15])=[C:10]3[NH:18][CH:19]=[CH:20][C:9]=23)[CH:5]=[CH:6][CH:7]=1.[NH3:22], predict the reaction product. (7) Given the reactants [O:1]1[C:5]2([CH2:10][CH2:9][CH:8]([C:11]#[N:12])[CH2:7][CH2:6]2)OCC1.[CH3:13][Si]([N-][Si](C)(C)C)(C)C.[Li+].IC.Cl.[OH-].[Na+], predict the reaction product. The product is: [CH3:13][C:8]1([C:11]#[N:12])[CH2:7][CH2:6][C:5](=[O:1])[CH2:10][CH2:9]1.